The task is: Predict the reactants needed to synthesize the given product.. This data is from Full USPTO retrosynthesis dataset with 1.9M reactions from patents (1976-2016). Given the product [NH2:29][C:8]1[N:7]=[C:16]([N:17]2[CH2:5][CH2:6][NH:1][CH2:2][CH2:3]2)[C:15]2[C:10](=[N:11][CH:12]=[C:13]([C:19]3[CH:24]=[CH:23][C:22]([O:25][CH3:26])=[C:21]([O:27][CH3:28])[CH:20]=3)[N:14]=2)[N:9]=1, predict the reactants needed to synthesize it. The reactants are: [NH:1]1[CH2:6][CH2:5]N[CH2:3][CH2:2]1.[NH2:7][C:8]1([NH2:29])[NH:17][C:16](=O)[C:15]2[C:10](=[N:11][CH:12]=[C:13]([C:19]3[CH:24]=[CH:23][C:22]([O:25][CH3:26])=[C:21]([O:27][CH3:28])[CH:20]=3)[N:14]=2)[NH:9]1.C[Si](C)(C)N[Si](C)(C)C.S([O-])([O-])(=O)=O.[NH4+].[NH4+].C1(C)C=CC(S(O)(=O)=O)=CC=1.